Dataset: NCI-60 drug combinations with 297,098 pairs across 59 cell lines. Task: Regression. Given two drug SMILES strings and cell line genomic features, predict the synergy score measuring deviation from expected non-interaction effect. (1) Drug 1: CNC(=O)C1=CC=CC=C1SC2=CC3=C(C=C2)C(=NN3)C=CC4=CC=CC=N4. Drug 2: C1CC(=O)NC(=O)C1N2C(=O)C3=CC=CC=C3C2=O. Cell line: HOP-62. Synergy scores: CSS=0.840, Synergy_ZIP=0.537, Synergy_Bliss=2.35, Synergy_Loewe=0.395, Synergy_HSA=-0.290. (2) Drug 1: CC1=C(N=C(N=C1N)C(CC(=O)N)NCC(C(=O)N)N)C(=O)NC(C(C2=CN=CN2)OC3C(C(C(C(O3)CO)O)O)OC4C(C(C(C(O4)CO)O)OC(=O)N)O)C(=O)NC(C)C(C(C)C(=O)NC(C(C)O)C(=O)NCCC5=NC(=CS5)C6=NC(=CS6)C(=O)NCCC[S+](C)C)O. Drug 2: B(C(CC(C)C)NC(=O)C(CC1=CC=CC=C1)NC(=O)C2=NC=CN=C2)(O)O. Cell line: OVCAR-8. Synergy scores: CSS=65.9, Synergy_ZIP=0.491, Synergy_Bliss=0.241, Synergy_Loewe=-1.44, Synergy_HSA=-0.702. (3) Synergy scores: CSS=56.1, Synergy_ZIP=-6.31, Synergy_Bliss=-10.3, Synergy_Loewe=-11.3, Synergy_HSA=-6.65. Drug 2: COC1=CC(=CC(=C1O)OC)C2C3C(COC3=O)C(C4=CC5=C(C=C24)OCO5)OC6C(C(C7C(O6)COC(O7)C8=CC=CS8)O)O. Cell line: SW-620. Drug 1: CCC1=CC2CC(C3=C(CN(C2)C1)C4=CC=CC=C4N3)(C5=C(C=C6C(=C5)C78CCN9C7C(C=CC9)(C(C(C8N6C)(C(=O)OC)O)OC(=O)C)CC)OC)C(=O)OC.C(C(C(=O)O)O)(C(=O)O)O. (4) Drug 1: C1=NC(=NC(=O)N1C2C(C(C(O2)CO)O)O)N. Drug 2: C(=O)(N)NO. Cell line: NCI-H522. Synergy scores: CSS=17.5, Synergy_ZIP=-8.72, Synergy_Bliss=-0.916, Synergy_Loewe=-13.2, Synergy_HSA=-0.488. (5) Drug 1: CC1=C(C=C(C=C1)C(=O)NC2=CC(=CC(=C2)C(F)(F)F)N3C=C(N=C3)C)NC4=NC=CC(=N4)C5=CN=CC=C5. Drug 2: CC(C)(C#N)C1=CC(=CC(=C1)CN2C=NC=N2)C(C)(C)C#N. Cell line: NCIH23. Synergy scores: CSS=1.90, Synergy_ZIP=0.571, Synergy_Bliss=-0.451, Synergy_Loewe=-0.543, Synergy_HSA=-1.20. (6) Drug 1: CCN(CC)CCCC(C)NC1=C2C=C(C=CC2=NC3=C1C=CC(=C3)Cl)OC. Drug 2: C1CN(P(=O)(OC1)NCCCl)CCCl. Cell line: NCIH23. Synergy scores: CSS=24.8, Synergy_ZIP=-4.80, Synergy_Bliss=-3.39, Synergy_Loewe=-60.7, Synergy_HSA=-3.03. (7) Synergy scores: CSS=4.80, Synergy_ZIP=-1.17, Synergy_Bliss=1.05, Synergy_Loewe=0.322, Synergy_HSA=0.880. Drug 2: CC12CCC3C(C1CCC2OP(=O)(O)O)CCC4=C3C=CC(=C4)OC(=O)N(CCCl)CCCl.[Na+]. Drug 1: C1CN(P(=O)(OC1)NCCCl)CCCl. Cell line: OVCAR-8.